From a dataset of Reaction yield outcomes from USPTO patents with 853,638 reactions. Predict the reaction yield, written as a fraction of the theoretical maximum amount of product (1.0 means a 100% yield; for example, 0.34 means a 34% yield). The yield is 0.150. No catalyst specified. The reactants are [C:1]1([CH2:7][NH:8][C:9]([C:11]2[CH:16]=[CH:15][C:14](B(O)O)=[CH:13][CH:12]=2)=[O:10])[CH:6]=[CH:5][CH:4]=[CH:3][CH:2]=1.Br[C:21]1[CH:26]=[CH:25][C:24]([O:27][CH2:28][CH:29]2[CH2:34][CH2:33][N:32]([C:35]([O:37][CH:38]([CH3:40])[CH3:39])=[O:36])[CH2:31][CH2:30]2)=[CH:23][CH:22]=1. The product is [C:1]1([CH2:7][NH:8][C:9]([C:11]2[CH:16]=[CH:15][C:14]([C:21]3[CH:22]=[CH:23][C:24]([O:27][CH2:28][CH:29]4[CH2:30][CH2:31][N:32]([C:35]([O:37][CH:38]([CH3:40])[CH3:39])=[O:36])[CH2:33][CH2:34]4)=[CH:25][CH:26]=3)=[CH:13][CH:12]=2)=[O:10])[CH:6]=[CH:5][CH:4]=[CH:3][CH:2]=1.